This data is from NCI-60 drug combinations with 297,098 pairs across 59 cell lines. The task is: Regression. Given two drug SMILES strings and cell line genomic features, predict the synergy score measuring deviation from expected non-interaction effect. (1) Drug 1: C1CN(CCN1C(=O)CCBr)C(=O)CCBr. Drug 2: CN(C(=O)NC(C=O)C(C(C(CO)O)O)O)N=O. Cell line: MOLT-4. Synergy scores: CSS=50.6, Synergy_ZIP=-0.307, Synergy_Bliss=-0.475, Synergy_Loewe=-0.0883, Synergy_HSA=0.205. (2) Drug 1: CC1=CC2C(CCC3(C2CCC3(C(=O)C)OC(=O)C)C)C4(C1=CC(=O)CC4)C. Drug 2: CCC1=C2CN3C(=CC4=C(C3=O)COC(=O)C4(CC)O)C2=NC5=C1C=C(C=C5)O. Cell line: HOP-62. Synergy scores: CSS=16.4, Synergy_ZIP=1.54, Synergy_Bliss=4.79, Synergy_Loewe=-52.1, Synergy_HSA=0.655. (3) Drug 1: CCC(=C(C1=CC=CC=C1)C2=CC=C(C=C2)OCCN(C)C)C3=CC=CC=C3.C(C(=O)O)C(CC(=O)O)(C(=O)O)O. Drug 2: CCC1=C2CN3C(=CC4=C(C3=O)COC(=O)C4(CC)O)C2=NC5=C1C=C(C=C5)O. Cell line: OVCAR-5. Synergy scores: CSS=15.8, Synergy_ZIP=-1.14, Synergy_Bliss=-2.33, Synergy_Loewe=-19.9, Synergy_HSA=-4.21. (4) Drug 1: C1=NC(=NC(=O)N1C2C(C(C(O2)CO)O)O)N. Drug 2: C#CCC(CC1=CN=C2C(=N1)C(=NC(=N2)N)N)C3=CC=C(C=C3)C(=O)NC(CCC(=O)O)C(=O)O. Cell line: SF-295. Synergy scores: CSS=37.0, Synergy_ZIP=-0.163, Synergy_Bliss=-1.34, Synergy_Loewe=-9.62, Synergy_HSA=1.37.